This data is from Reaction yield outcomes from USPTO patents with 853,638 reactions. The task is: Predict the reaction yield, written as a fraction of the theoretical maximum amount of product (1.0 means a 100% yield; for example, 0.34 means a 34% yield). (1) The reactants are [CH3:1][C:2]1[N:3]([CH2:24][C:25]([O:27][CH2:28][CH3:29])=[O:26])[C:4]2[CH2:5][C:6]([CH3:23])([CH3:22])[CH2:7][C:8](=[O:21])[C:9]=2[C:10]=1[CH2:11][C:12]1[CH:17]=[CH:16][CH:15]=[CH:14][C:13]=1[N+:18]([O-])=O.C1COCC1.[Cl-].[NH4+]. The yield is 0.577. The catalyst is C(O)C.[Fe]. The product is [NH2:18][C:13]1[CH:14]=[CH:15][CH:16]=[CH:17][C:12]=1[CH2:11][C:10]1[C:9]2[C:8](=[O:21])[CH2:7][C:6]([CH3:23])([CH3:22])[CH2:5][C:4]=2[N:3]([CH2:24][C:25]([O:27][CH2:28][CH3:29])=[O:26])[C:2]=1[CH3:1]. (2) The reactants are Cl.N[C:3]1[N:7]([C:8]2[CH:9]=[C:10]([CH:15]=[CH:16][CH:17]=2)[C:11]([O:13][CH3:14])=[O:12])[N:6]=[C:5]([C:18]([CH3:21])([CH3:20])[CH3:19])[CH:4]=1.[OH-].[Na+].Cl[C:25]([O:27][CH2:28][C:29]([Cl:32])([Cl:31])[Cl:30])=[O:26]. The catalyst is C(OCC)(=O)C. The product is [C:18]([C:5]1[CH:4]=[C:3]([C:25]([O:27][CH2:28][C:29]([Cl:32])([Cl:31])[Cl:30])=[O:26])[N:7]([C:8]2[CH:9]=[C:10]([CH:15]=[CH:16][CH:17]=2)[C:11]([O:13][CH3:14])=[O:12])[N:6]=1)([CH3:21])([CH3:20])[CH3:19]. The yield is 0.980. (3) The reactants are [CH3:1][N:2](C=O)C.[OH:6][C:7]1[CH:16]=[CH:15][C:10]([C:11]([O:13][CH3:14])=[O:12])=[CH:9][C:8]=1I.CCN(C(C)C)C(C)C.CN.CN(C(ON1N=NC2C=CC=CC1=2)=[N+](C)C)C.F[P-](F)(F)(F)(F)F. No catalyst specified. The product is [C:1]([C:8]1[CH:9]=[C:10]([CH:15]=[CH:16][C:7]=1[OH:6])[C:11]([O:13][CH3:14])=[O:12])#[N:2]. The yield is 0.630. (4) The reactants are [C:1]([C:3]1[CH:11]=[CH:10][C:6]([C:7]([OH:9])=[O:8])=[CH:5][CH:4]=1)#[N:2].[C:12]1(O)[CH:17]=[CH:16][CH:15]=[CH:14][CH:13]=1.C1CCC(N=C=NC2CCCCC2)CC1. The catalyst is CN(C1C=CN=CC=1)C.CCOCC. The product is [C:1]([C:3]1[CH:11]=[CH:10][C:6]([C:7]([O:9][C:12]2[CH:17]=[CH:16][CH:15]=[CH:14][CH:13]=2)=[O:8])=[CH:5][CH:4]=1)#[N:2]. The yield is 0.820. (5) The reactants are [CH3:1][N:2]1[C:7](=[O:8])[C:6]([NH:9][C:10]2[CH:15]=[CH:14][C:13]([N:16]3[CH2:21][CH2:20][N:19]([CH:22]4[CH2:25][O:24][CH2:23]4)[CH2:18][C@@H:17]3[CH3:26])=[CH:12][N:11]=2)=[CH:5][C:4]([C:27]2[C:32]([CH:33]=[O:34])=[C:31]([N:35]3[C:47](=[O:48])[C:39]4[CH:40]=[C:41]5[N:46]([C:38]=4[CH:37]=[N:36]3)[CH2:45][CH2:44][CH2:43][CH2:42]5)[N:30]=[CH:29][CH:28]=2)=[CH:3]1.[BH4-].[Na+]. The product is [OH:34][CH2:33][C:32]1[C:31]([N:35]2[C:47](=[O:48])[C:39]3[CH:40]=[C:41]4[N:46]([C:38]=3[CH:37]=[N:36]2)[CH2:45][CH2:44][CH2:43][CH2:42]4)=[N:30][CH:29]=[CH:28][C:27]=1[C:4]1[CH:5]=[C:6]([NH:9][C:10]2[CH:15]=[CH:14][C:13]([N:16]3[CH2:21][CH2:20][N:19]([CH:22]4[CH2:23][O:24][CH2:25]4)[CH2:18][C@@H:17]3[CH3:26])=[CH:12][N:11]=2)[C:7](=[O:8])[N:2]([CH3:1])[CH:3]=1. The yield is 0.780. The catalyst is CO. (6) The reactants are [CH3:1][O:2][C:3]1[CH:12]=[C:11]2[C:6]([C:7]([O:13][CH2:14][CH2:15][N:16]3[C:21](=[O:22])[CH:20]=[CH:19][C:18]([C:23]4[CH:24]=[C:25]([CH2:29][NH:30]C(=O)OC(C)(C)C)[CH:26]=[CH:27][CH:28]=4)=[CH:17]3)=[CH:8][CH:9]=[N:10]2)=[CH:5][CH:4]=1. The catalyst is Cl.CCOC(C)=O. The product is [NH2:30][CH2:29][C:25]1[CH:24]=[C:23]([C:18]2[CH:19]=[CH:20][C:21](=[O:22])[N:16]([CH2:15][CH2:14][O:13][C:7]3[C:6]4[C:11](=[CH:12][C:3]([O:2][CH3:1])=[CH:4][CH:5]=4)[N:10]=[CH:9][CH:8]=3)[CH:17]=2)[CH:28]=[CH:27][CH:26]=1. The yield is 0.830. (7) The yield is 1.00. No catalyst specified. The product is [CH:1]([C:2]1[N:3]=[C:4]2[C:9](=[CH:10][CH:11]=1)[N:8]=[CH:7][C:6]([C:12]#[N:13])=[CH:5]2)=[O:14]. The reactants are [CH3:1][C:2]1[N:3]=[C:4]2[C:9](=[CH:10][CH:11]=1)[N:8]=[CH:7][C:6]([C:12]#[N:13])=[CH:5]2.[O:14]1CCOCC1.